The task is: Predict the product of the given reaction.. This data is from Forward reaction prediction with 1.9M reactions from USPTO patents (1976-2016). Given the reactants Br[C:2]1[C:7]2[S:8][C:9]([C:11]3[C:16]([Cl:17])=[CH:15][CH:14]=[CH:13][C:12]=3[Cl:18])=[N:10][C:6]=2[CH:5]=[CH:4][N:3]=1.ClC1C=CC=C(Cl)C=1C1S[C:29]2[C:30](=[O:36])[NH:31]C=[CH:33][C:34]=2N=1.P(Br)(Br)(Br)=O, predict the reaction product. The product is: [Cl:18][C:12]1[CH:13]=[CH:14][CH:15]=[C:16]([Cl:17])[C:11]=1[C:9]1[S:8][C:7]2[C:2]([NH:31][C:30]([CH:29]3[CH2:33][CH2:34]3)=[O:36])=[N:3][CH:4]=[CH:5][C:6]=2[N:10]=1.